Dataset: Catalyst prediction with 721,799 reactions and 888 catalyst types from USPTO. Task: Predict which catalyst facilitates the given reaction. (1) Reactant: [CH2:1]([C:8]1[S:12][C:11]([NH:13][C:14]([C:16]2[CH:21]=[CH:20][C:19]([C@H:22]3[CH2:27][CH2:26][C@H:25]([O:28][CH2:29][C:30]([O:32]C(C)(C)C)=[O:31])[CH2:24][CH2:23]3)=[CH:18][CH:17]=2)=[O:15])=[N:10][N:9]=1)[C:2]1[CH:7]=[CH:6][CH:5]=[CH:4][CH:3]=1.FC(F)(F)C(O)=O. Product: [CH2:1]([C:8]1[S:12][C:11]([NH:13][C:14]([C:16]2[CH:17]=[CH:18][C:19]([C@H:22]3[CH2:27][CH2:26][C@H:25]([O:28][CH2:29][C:30]([OH:32])=[O:31])[CH2:24][CH2:23]3)=[CH:20][CH:21]=2)=[O:15])=[N:10][N:9]=1)[C:2]1[CH:7]=[CH:6][CH:5]=[CH:4][CH:3]=1. The catalyst class is: 4. (2) Reactant: C(OC([N:8]([CH2:41][C:42]([O:44]C(C)(C)C)=[O:43])[C:9]1[CH:14]=[CH:13][CH:12]=[C:11]([CH:15]([S:31]([C:34]2[CH:39]=[CH:38][CH:37]=[C:36]([F:40])[CH:35]=2)(=[O:33])=[O:32])[NH:16][CH2:17][C:18]2[CH:23]=[CH:22][C:21]([C:24]([CH3:30])([CH3:29])[CH2:25][CH2:26][CH2:27][CH3:28])=[CH:20][CH:19]=2)[N:10]=1)=O)(C)(C)C.FC(F)(F)C(O)=O. Product: [F:40][C:36]1[CH:35]=[C:34]([S:31]([CH:15]([NH:16][CH2:17][C:18]2[CH:19]=[CH:20][C:21]([C:24]([CH3:29])([CH3:30])[CH2:25][CH2:26][CH2:27][CH3:28])=[CH:22][CH:23]=2)[C:11]2[N:10]=[C:9]([NH:8][CH2:41][C:42]([OH:44])=[O:43])[CH:14]=[CH:13][CH:12]=2)(=[O:32])=[O:33])[CH:39]=[CH:38][CH:37]=1. The catalyst class is: 2.